This data is from Reaction yield outcomes from USPTO patents with 853,638 reactions. The task is: Predict the reaction yield, written as a fraction of the theoretical maximum amount of product (1.0 means a 100% yield; for example, 0.34 means a 34% yield). The reactants are [CH3:1][O-:2].[Na+].[Na].[F:5][C:6]1[CH:11]=[C:10]([N+:12]([O-:14])=[O:13])[C:9](F)=[C:8]([F:16])[C:7]=1F.C(O)(=O)C[C:20](CC(O)=O)(C(O)=O)[OH:21]. The catalyst is CO. The product is [F:5][C:6]1[CH:11]=[C:10]([N+:12]([O-:14])=[O:13])[C:9]([O:21][CH3:20])=[C:8]([F:16])[C:7]=1[O:2][CH3:1]. The yield is 1.00.